This data is from Peptide-MHC class II binding affinity with 134,281 pairs from IEDB. The task is: Regression. Given a peptide amino acid sequence and an MHC pseudo amino acid sequence, predict their binding affinity value. This is MHC class II binding data. (1) The peptide sequence is EKKYFAAIQFEPLAA. The MHC is HLA-DPA10201-DPB10101 with pseudo-sequence HLA-DPA10201-DPB10101. The binding affinity (normalized) is 0.896. (2) The peptide sequence is DLKYTYAFTKKVK. The MHC is HLA-DPA10201-DPB10501 with pseudo-sequence HLA-DPA10201-DPB10501. The binding affinity (normalized) is 0.346. (3) The peptide sequence is VIDWLVSNQSVRNRQEGLY. The MHC is DRB4_0101 with pseudo-sequence DRB4_0103. The binding affinity (normalized) is 0.530. (4) The peptide sequence is IFSGNMNIKLKMPMY. The MHC is DRB3_0101 with pseudo-sequence DRB3_0101. The binding affinity (normalized) is 0.243. (5) The peptide sequence is AAATDGTTVYGAFAA. The MHC is HLA-DQA10102-DQB10602 with pseudo-sequence HLA-DQA10102-DQB10602. The binding affinity (normalized) is 0.701. (6) The peptide sequence is SKLKLLKGSETTVTE. The MHC is DRB3_0101 with pseudo-sequence DRB3_0101. The binding affinity (normalized) is 0.0358. (7) The peptide sequence is ADLVPTATLLDTY. The MHC is DRB1_1101 with pseudo-sequence DRB1_1101. The binding affinity (normalized) is 0.